The task is: Predict which catalyst facilitates the given reaction.. This data is from Catalyst prediction with 721,799 reactions and 888 catalyst types from USPTO. (1) Reactant: [C:1]([O:5][C:6]([NH:8][CH2:9][C@H:10]1[CH2:15][CH2:14][C@H:13]([C:16]([NH:18][C@H:19]([C:39](=[O:52])[NH:40][C:41]2[CH:46]=[CH:45][C:44]([C:47]3[NH:51][N:50]=[N:49][N:48]=3)=[CH:43][CH:42]=2)[CH2:20][C:21]2[CH:26]=[CH:25][C:24]([C:27]3[CH:32]=[C:31]([F:33])[C:30]([C:34]([O:36]C)=[O:35])=[C:29]([F:38])[CH:28]=3)=[CH:23][CH:22]=2)=[O:17])[CH2:12][CH2:11]1)=[O:7])([CH3:4])([CH3:3])[CH3:2].[OH-].[Li+].Cl. Product: [C:1]([O:5][C:6]([NH:8][CH2:9][C@H:10]1[CH2:15][CH2:14][C@H:13]([C:16]([NH:18][C@H:19]([C:39](=[O:52])[NH:40][C:41]2[CH:46]=[CH:45][C:44]([C:47]3[NH:51][N:50]=[N:49][N:48]=3)=[CH:43][CH:42]=2)[CH2:20][C:21]2[CH:22]=[CH:23][C:24]([C:27]3[CH:32]=[C:31]([F:33])[C:30]([C:34]([OH:36])=[O:35])=[C:29]([F:38])[CH:28]=3)=[CH:25][CH:26]=2)=[O:17])[CH2:12][CH2:11]1)=[O:7])([CH3:4])([CH3:2])[CH3:3]. The catalyst class is: 20. (2) Reactant: [Li+].C[Si]([N-][Si](C)(C)C)(C)C.[CH3:11][O:12][CH:13]([O:29][CH3:30])[C:14]1[N:15]=[CH:16][O:17][C:18]=1[C:19]1[CH:24]=[CH:23][C:22]([C:25]([F:28])([F:27])[F:26])=[CH:21][CH:20]=1.[Cl:31]C(Cl)(Cl)C(Cl)(Cl)Cl. Product: [Cl:31][C:16]1[O:17][C:18]([C:19]2[CH:20]=[CH:21][C:22]([C:25]([F:28])([F:27])[F:26])=[CH:23][CH:24]=2)=[C:14]([CH:13]([O:12][CH3:11])[O:29][CH3:30])[N:15]=1. The catalyst class is: 1. (3) Product: [OH:20][CH:17]1[CH2:18][CH2:19][N:14]([C:7]([C:6]2[CH:10]=[CH:11][CH:12]=[C:4]([N+:1]([O-:3])=[O:2])[CH:5]=2)=[O:8])[CH2:15][CH2:16]1. Reactant: [N+:1]([C:4]1[CH:5]=[C:6]([CH:10]=[CH:11][CH:12]=1)[C:7](Cl)=[O:8])([O-:3])=[O:2].Cl.[NH:14]1[CH2:19][CH2:18][C:17](=[O:20])[CH2:16][CH2:15]1.C(N(CC)CC)C. The catalyst class is: 2. (4) Reactant: [Cl:1][C:2]1[N:3]=[N:4][C:5](Cl)=[CH:6][CH:7]=1.[F:9][C:10]([F:25])([C:15]1[CH:16]=[C:17]2[C:22](=[CH:23][CH:24]=1)[N:21]=[CH:20][CH:19]=[CH:18]2)[C:11]([NH:13][NH2:14])=O. Product: [Cl:1][C:2]1[CH:7]=[CH:6][C:5]2[N:4]([C:11]([C:10]([F:25])([F:9])[C:15]3[CH:16]=[C:17]4[C:22](=[CH:23][CH:24]=3)[N:21]=[CH:20][CH:19]=[CH:18]4)=[N:13][N:14]=2)[N:3]=1. The catalyst class is: 114. (5) Reactant: Cl([O-])=O.[Na+].C(O)(=[O:7])C.[C:9]([O:17][CH2:18][CH3:19])(=[O:16])[CH2:10][C:11]([O:13][CH2:14][CH3:15])=[O:12]. Product: [O:7]=[C:10]([C:11]([O:13][CH2:14][CH3:15])=[O:12])[C:9]([O:17][CH2:18][CH3:19])=[O:16]. The catalyst class is: 13.